Dataset: NCI-60 drug combinations with 297,098 pairs across 59 cell lines. Task: Regression. Given two drug SMILES strings and cell line genomic features, predict the synergy score measuring deviation from expected non-interaction effect. (1) Drug 1: C1=CC(=CC=C1CCC2=CNC3=C2C(=O)NC(=N3)N)C(=O)NC(CCC(=O)O)C(=O)O. Drug 2: CN1C(=O)N2C=NC(=C2N=N1)C(=O)N. Cell line: HT29. Synergy scores: CSS=36.9, Synergy_ZIP=5.15, Synergy_Bliss=5.56, Synergy_Loewe=-21.1, Synergy_HSA=2.78. (2) Drug 1: C1CN1C2=NC(=NC(=N2)N3CC3)N4CC4. Drug 2: CC1OCC2C(O1)C(C(C(O2)OC3C4COC(=O)C4C(C5=CC6=C(C=C35)OCO6)C7=CC(=C(C(=C7)OC)O)OC)O)O. Cell line: T-47D. Synergy scores: CSS=52.1, Synergy_ZIP=-4.57, Synergy_Bliss=-0.448, Synergy_Loewe=4.97, Synergy_HSA=7.00. (3) Drug 1: COC1=NC(=NC2=C1N=CN2C3C(C(C(O3)CO)O)O)N. Drug 2: C1CC(=O)NC(=O)C1N2C(=O)C3=CC=CC=C3C2=O. Cell line: T-47D. Synergy scores: CSS=-11.2, Synergy_ZIP=3.79, Synergy_Bliss=1.05, Synergy_Loewe=-6.71, Synergy_HSA=-7.28.